From a dataset of Forward reaction prediction with 1.9M reactions from USPTO patents (1976-2016). Predict the product of the given reaction. (1) Given the reactants [Br:1][C:2]1[CH:3]=[C:4]2[C:9](=[CH:10][CH:11]=1)[C:8](O)=[N:7][N:6]=[CH:5]2.P(Cl)(Cl)([Cl:15])=O.C(N(C(C)C)CC)(C)C, predict the reaction product. The product is: [Br:1][C:2]1[CH:3]=[C:4]2[C:9](=[CH:10][CH:11]=1)[C:8]([Cl:15])=[N:7][N:6]=[CH:5]2. (2) The product is: [Br:6][C:7]1[CH:11]=[C:10]([C:12]2[O:14][C:33](=[O:34])[C:32]3[CH:36]=[C:37]([Cl:41])[CH:38]=[C:39]([Cl:40])[C:31]=3[N:30]=2)[N:9]([C:15]2[C:20]([Cl:21])=[CH:19][C:18]([Cl:22])=[CH:17][N:16]=2)[N:8]=1. Given the reactants CS(Cl)(=O)=O.[Br:6][C:7]1[CH:11]=[C:10]([C:12]([OH:14])=O)[N:9]([C:15]2[C:20]([Cl:21])=[CH:19][C:18]([Cl:22])=[CH:17][N:16]=2)[N:8]=1.C(N(CC)CC)C.[NH2:30][C:31]1[C:39]([Cl:40])=[CH:38][C:37]([Cl:41])=[CH:36][C:32]=1[C:33](O)=[O:34], predict the reaction product. (3) Given the reactants Br[C:2]1[CH:10]=[C:9]2[C:5]([C:6]([C:11]3[CH:16]=[CH:15][C:14]([F:17])=[CH:13][CH:12]=3)=[N:7][NH:8]2)=[CH:4][CH:3]=1.[CH2:18]([NH:20][C:21](=[O:38])[C:22]1[CH:27]=[CH:26][C:25]([CH3:28])=[C:24](B2OC(C)(C)C(C)(C)O2)[CH:23]=1)[CH3:19].C(=O)([O-])O.[Na+].O, predict the reaction product. The product is: [CH2:18]([NH:20][C:21](=[O:38])[C:22]1[CH:27]=[CH:26][C:25]([CH3:28])=[C:24]([C:2]2[CH:10]=[C:9]3[C:5]([C:6]([C:11]4[CH:16]=[CH:15][C:14]([F:17])=[CH:13][CH:12]=4)=[N:7][NH:8]3)=[CH:4][CH:3]=2)[CH:23]=1)[CH3:19]. (4) The product is: [CH2:1]([O:3][C:4](=[O:18])[CH2:5][CH2:6][C:7]1[C:12]([NH2:13])=[CH:11][CH:10]=[C:9]([O:16][CH3:17])[N:8]=1)[CH3:2]. Given the reactants [CH2:1]([O:3][C:4](=[O:18])[CH:5]=[CH:6][C:7]1[C:12]([N+:13]([O-])=O)=[CH:11][CH:10]=[C:9]([O:16][CH3:17])[N:8]=1)[CH3:2], predict the reaction product. (5) Given the reactants [O:1]1[C:5]2[C:6]3[C:7](=[CH:13][C:14]#[N:15])[CH2:8][CH2:9][C:10]=3[CH:11]=[CH:12][C:4]=2[N:3]=[CH:2]1.N.C(O)C, predict the reaction product. The product is: [O:1]1[C:5]2[C:6]3[C:7](=[CH:13][CH2:14][NH2:15])[CH2:8][CH2:9][C:10]=3[CH:11]=[CH:12][C:4]=2[N:3]=[CH:2]1. (6) Given the reactants [CH3:1][O:2][C:3]1[CH:8]=[CH:7][C:6]([S:9]([NH:12][C:13]2[CH:18]=[CH:17][C:16]([N:19]3[CH2:24][CH2:23][C:22](=O)[CH2:21][CH2:20]3)=[CH:15][CH:14]=2)(=[O:11])=[O:10])=[CH:5][CH:4]=1.[CH:26]1[CH:31]=[C:30]([OH:32])[CH:29]=[C:28]([CH:33]([OH:36])[CH2:34][NH2:35])[CH:27]=1, predict the reaction product. The product is: [OH:36][CH:33]([C:28]1[CH:27]=[CH:26][CH:31]=[C:30]([OH:32])[CH:29]=1)[CH2:34][NH:35][CH:22]1[CH2:21][CH2:20][N:19]([C:16]2[CH:15]=[CH:14][C:13]([NH:12][S:9]([C:6]3[CH:7]=[CH:8][C:3]([O:2][CH3:1])=[CH:4][CH:5]=3)(=[O:10])=[O:11])=[CH:18][CH:17]=2)[CH2:24][CH2:23]1. (7) Given the reactants [O:1]=[C:2]1[CH:6]=[CH:5][N:4]=[N:3]1.[C:7]([C:11]1[CH:16]=[C:15](C)C=C(C(C)(C)C)N=1)(C)(C)[CH3:8].[F:32][C:31]([F:34])([F:33])[S:28](O[S:28]([C:31]([F:34])([F:33])[F:32])(=[O:30])=[O:29])(=[O:30])=[O:29].Cl[CH2:38][Cl:39], predict the reaction product. The product is: [Cl:39][C:38]1[CH:15]=[CH:16][CH:11]=[CH:7][C:8]=1[N:3]1[C:2]([O:1][S:28]([C:31]([F:32])([F:33])[F:34])(=[O:29])=[O:30])=[CH:6][C:5]([C:31]([F:34])([F:33])[F:32])=[N:4]1. (8) The product is: [CH2:13]([C:12]1[O:1][C:2]2[CH:9]=[CH:8][C:5]([C:6]#[N:7])=[CH:4][C:3]=2[CH:11]=1)[CH2:14][CH2:15][CH2:16][CH2:17][CH2:18][CH2:19][CH3:20]. Given the reactants [OH:1][C:2]1[CH:9]=[CH:8][C:5]([C:6]#[N:7])=[CH:4][C:3]=1I.[CH:11]#[C:12][CH2:13][CH2:14][CH2:15][CH2:16][CH2:17][CH2:18][CH2:19][CH3:20].C1(P(C2C=CC=CC=2)C2C=CC=CC=2)C=CC=CC=1.C(N(CC)CC)C, predict the reaction product.